From a dataset of NCI-60 drug combinations with 297,098 pairs across 59 cell lines. Regression. Given two drug SMILES strings and cell line genomic features, predict the synergy score measuring deviation from expected non-interaction effect. (1) Drug 2: CC(C)NC(=O)C1=CC=C(C=C1)CNNC.Cl. Synergy scores: CSS=25.9, Synergy_ZIP=7.62, Synergy_Bliss=11.7, Synergy_Loewe=-3.53, Synergy_HSA=9.18. Cell line: MOLT-4. Drug 1: CC1C(C(CC(O1)OC2CC(CC3=C2C(=C4C(=C3O)C(=O)C5=C(C4=O)C(=CC=C5)OC)O)(C(=O)CO)O)N)O.Cl. (2) Drug 1: CN(C)C1=NC(=NC(=N1)N(C)C)N(C)C. Drug 2: C1C(C(OC1N2C=C(C(=O)NC2=O)F)CO)O. Cell line: PC-3. Synergy scores: CSS=58.8, Synergy_ZIP=16.2, Synergy_Bliss=16.4, Synergy_Loewe=-36.3, Synergy_HSA=15.7. (3) Drug 1: C1CN1P(=S)(N2CC2)N3CC3. Drug 2: C1=NC2=C(N=C(N=C2N1C3C(C(C(O3)CO)O)F)Cl)N. Cell line: HOP-92. Synergy scores: CSS=14.9, Synergy_ZIP=-6.15, Synergy_Bliss=0.293, Synergy_Loewe=-7.93, Synergy_HSA=-0.842. (4) Drug 1: CN1CCC(CC1)COC2=C(C=C3C(=C2)N=CN=C3NC4=C(C=C(C=C4)Br)F)OC. Drug 2: C#CCC(CC1=CN=C2C(=N1)C(=NC(=N2)N)N)C3=CC=C(C=C3)C(=O)NC(CCC(=O)O)C(=O)O. Cell line: OVCAR-4. Synergy scores: CSS=11.9, Synergy_ZIP=-2.64, Synergy_Bliss=3.26, Synergy_Loewe=3.50, Synergy_HSA=2.98. (5) Drug 1: CC1OCC2C(O1)C(C(C(O2)OC3C4COC(=O)C4C(C5=CC6=C(C=C35)OCO6)C7=CC(=C(C(=C7)OC)O)OC)O)O. Drug 2: CS(=O)(=O)CCNCC1=CC=C(O1)C2=CC3=C(C=C2)N=CN=C3NC4=CC(=C(C=C4)OCC5=CC(=CC=C5)F)Cl. Cell line: SF-268. Synergy scores: CSS=7.97, Synergy_ZIP=-3.88, Synergy_Bliss=-0.222, Synergy_Loewe=-14.1, Synergy_HSA=-2.46. (6) Drug 1: C1=CC(=CC=C1CCC2=CNC3=C2C(=O)NC(=N3)N)C(=O)NC(CCC(=O)O)C(=O)O. Drug 2: CC(C)NC(=O)C1=CC=C(C=C1)CNNC.Cl. Cell line: HL-60(TB). Synergy scores: CSS=22.7, Synergy_ZIP=-5.57, Synergy_Bliss=-15.7, Synergy_Loewe=-29.9, Synergy_HSA=-17.6. (7) Drug 1: COC1=NC(=NC2=C1N=CN2C3C(C(C(O3)CO)O)O)N. Drug 2: CC1=C2C(C(=O)C3(C(CC4C(C3C(C(C2(C)C)(CC1OC(=O)C(C(C5=CC=CC=C5)NC(=O)OC(C)(C)C)O)O)OC(=O)C6=CC=CC=C6)(CO4)OC(=O)C)O)C)O. Cell line: EKVX. Synergy scores: CSS=1.11, Synergy_ZIP=2.05, Synergy_Bliss=4.22, Synergy_Loewe=0.0317, Synergy_HSA=0.558. (8) Drug 1: CC12CCC(CC1=CCC3C2CCC4(C3CC=C4C5=CN=CC=C5)C)O. Drug 2: C1CC(=O)NC(=O)C1N2CC3=C(C2=O)C=CC=C3N. Cell line: M14. Synergy scores: CSS=1.12, Synergy_ZIP=-0.839, Synergy_Bliss=-0.546, Synergy_Loewe=-0.138, Synergy_HSA=-0.621. (9) Drug 1: CCC1=C2CN3C(=CC4=C(C3=O)COC(=O)C4(CC)O)C2=NC5=C1C=C(C=C5)O. Drug 2: C1=NC(=NC(=O)N1C2C(C(C(O2)CO)O)O)N. Cell line: M14. Synergy scores: CSS=10.9, Synergy_ZIP=-2.88, Synergy_Bliss=-0.752, Synergy_Loewe=-29.0, Synergy_HSA=-7.34. (10) Drug 1: C1=NC(=NC(=O)N1C2C(C(C(O2)CO)O)O)N. Synergy scores: CSS=39.2, Synergy_ZIP=-9.66, Synergy_Bliss=-0.806, Synergy_Loewe=0.286, Synergy_HSA=1.28. Cell line: TK-10. Drug 2: CC1=C(N=C(N=C1N)C(CC(=O)N)NCC(C(=O)N)N)C(=O)NC(C(C2=CN=CN2)OC3C(C(C(C(O3)CO)O)O)OC4C(C(C(C(O4)CO)O)OC(=O)N)O)C(=O)NC(C)C(C(C)C(=O)NC(C(C)O)C(=O)NCCC5=NC(=CS5)C6=NC(=CS6)C(=O)NCCC[S+](C)C)O.